From a dataset of Full USPTO retrosynthesis dataset with 1.9M reactions from patents (1976-2016). Predict the reactants needed to synthesize the given product. Given the product [CH3:1][O:2][C:3]1[CH:4]=[C:5]([NH:11][C:12]2[N:17]=[C:16]([NH:18][CH3:19])[N:15]=[C:14]([NH:21][C:22]3[CH:27]=[CH:26][C:25]([OH:28])=[CH:24][CH:23]=3)[N:13]=2)[CH:6]=[C:7]([O:9][CH3:10])[CH:8]=1, predict the reactants needed to synthesize it. The reactants are: [CH3:1][O:2][C:3]1[CH:4]=[C:5]([NH:11][C:12]2[N:17]=[C:16]([NH:18][CH3:19])[N:15]=[C:14](Cl)[N:13]=2)[CH:6]=[C:7]([O:9][CH3:10])[CH:8]=1.[NH2:21][C:22]1[CH:27]=[CH:26][C:25]([OH:28])=[CH:24][CH:23]=1.C(Cl)Cl.[K+].[Br-].